Dataset: Full USPTO retrosynthesis dataset with 1.9M reactions from patents (1976-2016). Task: Predict the reactants needed to synthesize the given product. Given the product [C:1]([O:5][C:6](=[O:14])[NH:7][C:8]1[S:12][C:11]([CH:15]=[CH2:16])=[N:10][CH:9]=1)([CH3:4])([CH3:3])[CH3:2], predict the reactants needed to synthesize it. The reactants are: [C:1]([O:5][C:6](=[O:14])[NH:7][C:8]1[S:12][C:11](Br)=[N:10][CH:9]=1)([CH3:4])([CH3:3])[CH3:2].[CH2:15]([Sn](CCCC)(CCCC)C=C)[CH2:16]CC.C(C1C=C(C)C=C(C(C)(C)C)C=1O)(C)(C)C.